The task is: Predict the product of the given reaction.. This data is from Forward reaction prediction with 1.9M reactions from USPTO patents (1976-2016). (1) The product is: [CH3:20][C@@H:16]1[CH2:17][CH2:18][CH2:19][N:15]1[CH2:11][CH2:12][C:13]1[O:1][C:2]2[CH:9]=[CH:8][C:5]([C:6]#[N:7])=[CH:4][C:3]=2[CH:14]=1. Given the reactants [OH:1][C:2]1[CH:9]=[CH:8][C:5]([C:6]#[N:7])=[CH:4][C:3]=1I.[CH2:11]([N:15]1[CH2:19][CH2:18][CH2:17][C@H:16]1[CH3:20])[CH2:12][C:13]#[CH:14].C(#N)C.C(NC(C)C)(C)C, predict the reaction product. (2) Given the reactants [Br:1][C:2]1[CH:9]=[CH:8][C:5]([CH2:6]Br)=[CH:4][CH:3]=1.[H-].[Na+].Cl[C:13]1[CH:18]=[CH:17][C:16]([Cl:19])=[CH:15][N:14]=1.[O:20]1CCCC1, predict the reaction product. The product is: [Br:1][C:2]1[CH:9]=[CH:8][C:5]([CH2:6][O:20][C:13]2[CH:18]=[CH:17][C:16]([Cl:19])=[CH:15][N:14]=2)=[CH:4][CH:3]=1. (3) Given the reactants [Br:1][C:2]1[CH:3]=[C:4]2[C:9](=[CH:10][CH:11]=1)[C:8](=[O:12])[NH:7][C:6](=[O:13])/[C:5]/2=[CH:14]\NC1C=CC(N2C[C@H](C)N[C@H](C)C2)=C(C(F)(F)F)C=1.BrC1C=C2C(=CC=1)[C:41](=[O:45])NC(=O)C2=CNC1C=CC(N2CC(C)NC(C)C2)=CC=1, predict the reaction product. The product is: [Br:1][C:2]1[CH:3]=[C:4]2[C:9](=[CH:10][CH:11]=1)[C:8](=[O:12])[NH:7][C:6](=[O:13])/[C:5]/2=[CH:14]/[O:45][CH3:41]. (4) The product is: [C:17]([O:20][CH:21]([CH3:45])[CH2:22][CH2:23][CH2:24][CH2:25][N:26]1[C:35](=[O:36])[C:34]2[N:33]([CH3:37])[CH:32]=[N:31][C:30]=2[N:29]([CH2:38][CH2:39][CH2:40][CH2:41][CH2:42][CH2:43][NH:44][C:2](=[O:3])[CH2:4][CH2:5][CH2:6][CH2:7][C@@H:8]2[C@@H:16]3[C@@H:11]([NH:12][C:13]([NH:15]3)=[O:14])[CH2:10][S:9]2)[C:27]1=[O:28])(=[O:19])[CH3:18]. Given the reactants O[C:2]([CH2:4][CH2:5][CH2:6][CH2:7][C@H:8]1[C@@H:16]2[C@@H:11]([NH:12][C:13]([NH:15]2)=[O:14])[CH2:10][S:9]1)=[O:3].[C:17]([O:20][C@H:21]([CH3:45])[CH2:22][CH2:23][CH2:24][CH2:25][N:26]1[C:35](=[O:36])[C:34]2[N:33]([CH3:37])[CH:32]=[N:31][C:30]=2[N:29]([CH2:38][CH2:39][CH2:40][CH2:41][CH2:42][CH2:43][NH2:44])[C:27]1=[O:28])(=[O:19])[CH3:18], predict the reaction product. (5) Given the reactants [Si:1]([O:8][CH2:9][CH:10]([C:19]1([NH2:22])[CH2:21][CH2:20]1)[CH2:11][C:12]1[CH:17]=[CH:16][C:15]([Cl:18])=[CH:14][CH:13]=1)([C:4]([CH3:7])([CH3:6])[CH3:5])([CH3:3])[CH3:2].[CH3:23][C:24]([O:27][C:28](O[C:28]([O:27][C:24]([CH3:26])([CH3:25])[CH3:23])=[O:29])=[O:29])([CH3:26])[CH3:25].C(N(CC)CC)C, predict the reaction product. The product is: [Si:1]([O:8][CH2:9][CH:10]([C:19]1([NH:22][C:28](=[O:29])[O:27][C:24]([CH3:26])([CH3:25])[CH3:23])[CH2:20][CH2:21]1)[CH2:11][C:12]1[CH:17]=[CH:16][C:15]([Cl:18])=[CH:14][CH:13]=1)([C:4]([CH3:7])([CH3:6])[CH3:5])([CH3:3])[CH3:2]. (6) Given the reactants [Si:1]([O:8][C@@H:9]1[CH2:14][CH2:13][C@H:12]([NH:15]C(=O)OCC2C=CC=CC=2)[C@H:11](/[CH:26]=[CH:27]\[CH3:28])[CH2:10]1)([C:4]([CH3:7])([CH3:6])[CH3:5])([CH3:3])[CH3:2].[C:29]([NH:39][C@H:40]([C:45]([OH:47])=O)[CH2:41][CH2:42][S:43][CH3:44])([O:31][CH2:32][C:33]1[CH:38]=[CH:37][CH:36]=[CH:35][CH:34]=1)=[O:30].CN1CCOCC1.CN([P+](ON1N=NC2C=CC=CC1=2)(N(C)C)N(C)C)C.F[P-](F)(F)(F)(F)F, predict the reaction product. The product is: [Si:1]([O:8][C@@H:9]1[CH2:14][CH2:13][C@H:12]([NH:15][C:45](=[O:47])[C@@H:40]([NH:39][C:29](=[O:30])[O:31][CH2:32][C:33]2[CH:34]=[CH:35][CH:36]=[CH:37][CH:38]=2)[CH2:41][CH2:42][S:43][CH3:44])[C@H:11]([CH2:26][CH2:27][CH3:28])[CH2:10]1)([C:4]([CH3:7])([CH3:6])[CH3:5])([CH3:2])[CH3:3].